Dataset: Full USPTO retrosynthesis dataset with 1.9M reactions from patents (1976-2016). Task: Predict the reactants needed to synthesize the given product. (1) Given the product [CH3:14][O:13][C:8]1[CH:7]=[CH:6][C:5]2[C:10](=[CH:11][CH:12]=[C:3]([O:2][CH3:1])[CH:4]=2)[C:9]=1[C:30]([C:29]1[CH:28]=[CH:27][C:26]([O:25][CH2:24][CH2:23][N:17]2[CH2:22][CH2:21][CH2:20][CH2:19][CH2:18]2)=[CH:34][CH:33]=1)=[O:31], predict the reactants needed to synthesize it. The reactants are: [CH3:1][O:2][C:3]1[CH:12]=[CH:11][C:10]2[C:5](=[CH:6][CH:7]=[C:8]([O:13][CH3:14])[CH:9]=2)[CH:4]=1.N#N.[N:17]1([CH2:23][CH2:24][O:25][C:26]2[CH:34]=[CH:33][C:29]([C:30](Cl)=[O:31])=[CH:28][CH:27]=2)[CH2:22][CH2:21][CH2:20][CH2:19][CH2:18]1.[Cl-].[Al+3].[Cl-].[Cl-]. (2) Given the product [CH3:1][C:2]1[C:6]2[CH:7]=[CH:8][C:9]([C:11]([F:14])([F:12])[F:13])=[CH:10][C:5]=2[O:4][C:3]=1[CH:15]([CH2:22][CH2:23][CH2:24][CH3:25])[CH2:16][C:17]([O:19][CH2:20][CH3:21])=[O:18], predict the reactants needed to synthesize it. The reactants are: [CH3:1][C:2]1[C:6]2[CH:7]=[CH:8][C:9]([C:11]([F:14])([F:13])[F:12])=[CH:10][C:5]=2[O:4][C:3]=1[C:15]([CH2:22][CH2:23][CH2:24][CH3:25])=[CH:16][C:17]([O:19][CH2:20][CH3:21])=[O:18]. (3) Given the product [F:20][C:17]1[CH:18]=[CH:19][C:14]([C:12]([C:4]2[N:3]=[C:2]([NH:29][C:26]3[CH:25]=[C:24]([CH3:23])[NH:28][N:27]=3)[C:11]3[C:6](=[CH:7][CH:8]=[CH:9][CH:10]=3)[N:5]=2)=[O:13])=[CH:15][C:16]=1[O:21][CH3:22], predict the reactants needed to synthesize it. The reactants are: Cl[C:2]1[C:11]2[C:6](=[CH:7][CH:8]=[CH:9][CH:10]=2)[N:5]=[C:4]([C:12]([C:14]2[CH:19]=[CH:18][C:17]([F:20])=[C:16]([O:21][CH3:22])[CH:15]=2)=[O:13])[N:3]=1.[CH3:23][C:24]1[NH:28][N:27]=[C:26]([NH2:29])[CH:25]=1.[I-].[K+].CCN(C(C)C)C(C)C. (4) Given the product [C:26]([NH:20][C@H:25]1[CH2:21][CH2:22][N:23]([C:9]2[CH:8]=[CH:7][C:3]([C:4]([NH2:6])=[O:5])=[C:2]([NH:17][C:16]3[CH:18]=[CH:19][C:13]([F:12])=[CH:14][CH:15]=3)[N:10]=2)[CH2:24]1)(=[O:28])[CH:33]=[CH2:34], predict the reactants needed to synthesize it. The reactants are: Cl[C:2]1[N:10]=[C:9](Cl)[CH:8]=[CH:7][C:3]=1[C:4]([NH2:6])=[O:5].[F:12][C:13]1[CH:19]=[CH:18][C:16]([NH2:17])=[CH:15][CH:14]=1.[N:20]1([C:26]([O:28]C(C)(C)C)=O)[CH2:25][CH2:24][NH:23][CH2:22][CH2:21]1.[C:33](O)(=O)[CH:34]=C. (5) Given the product [Br:13][C:8]1[N:4]2[CH:5]=[CH:6][CH:7]=[C:2]([Cl:1])[C:3]2=[N:10][C:9]=1[CH2:11][Cl:12], predict the reactants needed to synthesize it. The reactants are: [Cl:1][C:2]1[C:3]2[N:4]([CH:8]=[C:9]([CH2:11][Cl:12])[N:10]=2)[CH:5]=[CH:6][CH:7]=1.[Br:13]N1C(=O)CCC1=O.